From a dataset of Reaction yield outcomes from USPTO patents with 853,638 reactions. Predict the reaction yield, written as a fraction of the theoretical maximum amount of product (1.0 means a 100% yield; for example, 0.34 means a 34% yield). The reactants are [N+]([O-])(O)=O.OS(O)(=O)=O.[CH3:10][C:11]1C=C(C=CC=1)C(O)=O.CC1C([N+]([O-])=O)=C(C([N+]([O-])=O)=CC=1)C(O)=O.[CH3:36][C:37]1[C:38]([N+:49]([O-:51])=[O:50])=[CH:39][C:40]([N+:46]([O-:48])=[O:47])=[C:41]([CH:45]=1)[C:42]([OH:44])=[O:43].O=S(Cl)Cl. The catalyst is CCO. The product is [CH2:10]([O:43][C:42](=[O:44])[C:41]1[CH:45]=[C:37]([CH3:36])[C:38]([N+:49]([O-:51])=[O:50])=[CH:39][C:40]=1[N+:46]([O-:48])=[O:47])[CH3:11]. The yield is 0.200.